From a dataset of Reaction yield outcomes from USPTO patents with 853,638 reactions. Predict the reaction yield, written as a fraction of the theoretical maximum amount of product (1.0 means a 100% yield; for example, 0.34 means a 34% yield). (1) The reactants are [CH3:1][O:2][C:3]1[CH:8]=[CH:7][C:6]([NH:9][C:10]2[C:11](=[CH:15][CH:16]=[CH:17][CH:18]=2)[C:12]([OH:14])=O)=[CH:5][CH:4]=1. The catalyst is O. The product is [CH3:1][O:2][C:3]1[CH:4]=[CH:5][C:6]2[NH:9][C:10]3[C:11](=[CH:15][CH:16]=[CH:17][CH:18]=3)[C:12](=[O:14])[C:7]=2[CH:8]=1. The yield is 0.810. (2) The reactants are [F:1][C:2]1[CH:7]=[CH:6][C:5]([C:8](=[O:15])[CH2:9][C:10]([O:12][CH2:13][CH3:14])=[O:11])=[CH:4][CH:3]=1.[H-].[Na+].Cl[CH2:19][C:20]1[CH:25]=[CH:24][C:23]([O:26][C:27]2[CH:32]=[CH:31][CH:30]=[CH:29][CH:28]=2)=[CH:22][CH:21]=1.O. The catalyst is COCCOC. The product is [F:1][C:2]1[CH:3]=[CH:4][C:5]([C:8](=[O:15])[CH:9]([CH2:19][C:20]2[CH:25]=[CH:24][C:23]([O:26][C:27]3[CH:28]=[CH:29][CH:30]=[CH:31][CH:32]=3)=[CH:22][CH:21]=2)[C:10]([O:12][CH2:13][CH3:14])=[O:11])=[CH:6][CH:7]=1. The yield is 0.640. (3) The reactants are Cl[C:2]1[C:7]([F:8])=[C:6]([Cl:9])[C:5]([F:10])=[C:4]([Cl:11])[C:3]=1[F:12].C([Li])CCC.[F:18][C:19]1([F:34])[C:24]([F:26])([F:25])[C:23]([F:28])([F:27])[C:22]([F:30])([F:29])[C:21]([F:32])([F:31])[C:20]1=[O:33]. The catalyst is C(OCC)C. The product is [Cl:11][C:4]1[C:3]([F:12])=[C:2]([C:20]2([OH:33])[C:21]([F:32])([F:31])[C:22]([F:30])([F:29])[C:23]([F:27])([F:28])[C:24]([F:25])([F:26])[C:19]2([F:18])[F:34])[C:7]([F:8])=[C:6]([Cl:9])[C:5]=1[F:10]. The yield is 0.620. (4) The reactants are [Br:1][C:2]1[CH:11]=[CH:10][C:5]([C:6]([O:8][CH3:9])=[O:7])=[C:4]([N+:12]([O-:14])=[O:13])[C:3]=1[OH:15].C(=O)([O-])[O-].[K+].[K+].CN(C)C=O.[CH2:27](Br)[C:28]1[CH:33]=[CH:32][CH:31]=[CH:30][CH:29]=1. The catalyst is O. The product is [CH2:27]([O:15][C:3]1[C:4]([N+:12]([O-:14])=[O:13])=[C:5]([CH:10]=[CH:11][C:2]=1[Br:1])[C:6]([O:8][CH3:9])=[O:7])[C:28]1[CH:33]=[CH:32][CH:31]=[CH:30][CH:29]=1. The yield is 0.970. (5) The reactants are [CH3:1][N:2]1[CH:6]=[CH:5][CH:4]=[N:3]1.CN(C)CCN(C)C.C([Li])CCC.[O:20]1[CH:22]2[CH2:23][CH2:24][CH2:25][CH2:26][CH2:27][CH:21]12. The catalyst is C1COCC1. The product is [CH3:1][N:2]1[C:6]([C@H:22]2[CH2:23][CH2:24][CH2:25][CH2:26][CH2:27][C@@H:21]2[OH:20])=[CH:5][CH:4]=[N:3]1. The yield is 0.130. (6) The reactants are [CH2:1]([O:8][C:9]([CH3:29])([CH3:28])/[CH:10]=[CH:11]/[CH2:12][C@:13]1([C:18]([O:20]CC2C=CC=CC=2)=[O:19])[CH2:16][C:15](=[O:17])[O:14]1)[C:2]1[CH:7]=[CH:6][CH:5]=[CH:4][CH:3]=1.C([SiH](CC)CC)C. The catalyst is CC([O-])=O.CC([O-])=O.[Pd+2]. The product is [CH2:1]([O:8][C:9]([CH3:29])([CH3:28])/[CH:10]=[CH:11]/[CH2:12][C@:13]1([C:18]([OH:20])=[O:19])[CH2:16][C:15](=[O:17])[O:14]1)[C:2]1[CH:7]=[CH:6][CH:5]=[CH:4][CH:3]=1. The yield is 0.850. (7) The catalyst is C(Cl)Cl. The yield is 0.480. The reactants are C([O:5][C:6](=O)[C@H:7]([O:10][C:11]1[CH:34]=[CH:33][C:14]2[C:15]3[N:19]([CH2:20][CH2:21][O:22][C:13]=2[CH:12]=1)[CH:18]=[C:17]([C:23]1[N:24]([CH2:28][C:29]([F:32])([F:31])[F:30])[N:25]=[CH:26][N:27]=1)[N:16]=3)[CH2:8][CH3:9])(C)(C)C.C(O)(C(F)(F)F)=O.C[N:44](C(ON1N=NC2C=CC=NC1=2)=[N+](C)C)C.F[P-](F)(F)(F)(F)F.[Cl-].[NH4+].C(N(CC)CC)C. The product is [F:30][C:29]([F:32])([F:31])[CH2:28][N:24]1[C:23]([C:17]2[N:16]=[C:15]3[C:14]4[CH:33]=[CH:34][C:11]([O:10][C@H:7]([CH2:8][CH3:9])[C:6]([NH2:44])=[O:5])=[CH:12][C:13]=4[O:22][CH2:21][CH2:20][N:19]3[CH:18]=2)=[N:27][CH:26]=[N:25]1.